Dataset: CYP2C19 inhibition data for predicting drug metabolism from PubChem BioAssay. Task: Regression/Classification. Given a drug SMILES string, predict its absorption, distribution, metabolism, or excretion properties. Task type varies by dataset: regression for continuous measurements (e.g., permeability, clearance, half-life) or binary classification for categorical outcomes (e.g., BBB penetration, CYP inhibition). Dataset: cyp2c19_veith. The molecule is O=C(N/N=C(\c1ccccc1)c1cccnc1)C(O)(c1ccccc1)c1ccccc1. The result is 0 (non-inhibitor).